From a dataset of Catalyst prediction with 721,799 reactions and 888 catalyst types from USPTO. Predict which catalyst facilitates the given reaction. (1) Reactant: [F:1][C:2]1[CH:7]=[CH:6][C:5]([S:8][CH2:9][CH:10]2[CH2:15][CH2:14][CH:13]([CH3:16])[CH2:12][CH:11]2[C:17]([O:19]CC)=[O:18])=[CH:4][CH:3]=1.[Li+].[OH-].COCCOC.Cl. Product: [F:1][C:2]1[CH:7]=[CH:6][C:5]([S:8][CH2:9][CH:10]2[CH2:15][CH2:14][CH:13]([CH3:16])[CH2:12][CH:11]2[C:17]([OH:19])=[O:18])=[CH:4][CH:3]=1. The catalyst class is: 8. (2) Reactant: C([O:9][CH2:10][CH2:11][N:12]1[C:20]2[C:19]([Cl:21])=[N:18][CH:17]=[N:16][C:15]=2[CH:14]=[CH:13]1)(=O)C1C=CC=CC=1.[NH2:22][C:23]1[CH:42]=[CH:41][C:26]([O:27][C:28]2[CH:29]=[C:30]([CH:38]=[CH:39][CH:40]=2)[C:31]([NH:33][C:34]([CH3:37])([CH3:36])[CH3:35])=[O:32])=[C:25]([CH3:43])[CH:24]=1.C(=O)([O-])O.[Na+]. Product: [ClH:21].[C:34]([NH:33][C:31](=[O:32])[C:30]1[CH:38]=[CH:39][CH:40]=[C:28]([O:27][C:26]2[CH:41]=[CH:42][C:23]([NH:22][C:19]3[C:20]4[N:12]([CH2:11][CH2:10][OH:9])[CH:13]=[CH:14][C:15]=4[N:16]=[CH:17][N:18]=3)=[CH:24][C:25]=2[CH3:43])[CH:29]=1)([CH3:37])([CH3:36])[CH3:35]. The catalyst class is: 32. (3) Reactant: [OH-].[Na+].[Br:3][C:4]1[CH:9]=[CH:8][N:7]=[C:6]2[N:10](S(C3C=CC=CC=3)(=O)=O)[C:11]([CH3:13])=[CH:12][C:5]=12. Product: [Br:3][C:4]1[CH:9]=[CH:8][N:7]=[C:6]2[NH:10][C:11]([CH3:13])=[CH:12][C:5]=12. The catalyst class is: 12. (4) Reactant: Cl[C:2]1[C:7]([C:8]([OH:10])=[O:9])=[CH:6][N:5]=[C:4]([Cl:11])[C:3]=1[Cl:12].[CH2:13]([NH2:20])[C:14]1[CH:19]=[CH:18][CH:17]=[CH:16][CH:15]=1.C(N(CC)CC)C.[Cl-].[Na+]. Product: [CH2:13]([NH:20][C:2]1[C:7]([C:8]([OH:10])=[O:9])=[CH:6][N:5]=[C:4]([Cl:11])[C:3]=1[Cl:12])[C:14]1[CH:19]=[CH:18][CH:17]=[CH:16][CH:15]=1. The catalyst class is: 10. (5) Reactant: [NH2:1][CH:2]([CH2:7][C:8]1[CH:13]=[CH:12][C:11]([N+:14]([O-:16])=[O:15])=[CH:10][CH:9]=1)[C:3]([O:5][CH3:6])=[O:4].[Cl:17][C:18]1[CH:26]=[CH:25][CH:24]=[C:23]([Cl:27])[C:19]=1[C:20](Cl)=[O:21].CCN(C(C)C)C(C)C. Product: [Cl:17][C:18]1[CH:26]=[CH:25][CH:24]=[C:23]([Cl:27])[C:19]=1[C:20]([NH:1][CH:2]([CH2:7][C:8]1[CH:13]=[CH:12][C:11]([N+:14]([O-:16])=[O:15])=[CH:10][CH:9]=1)[C:3]([O:5][CH3:6])=[O:4])=[O:21]. The catalyst class is: 2. (6) Reactant: [Cl:1][C:2]1[CH:3]=[C:4]([C:8]2[C:13]([O:14][CH3:15])=[CH:12][CH:11]=[C:10]([CH2:16][C:17]3[CH:18]=[CH:19][C:20]([NH2:23])=[N:21][CH:22]=3)[C:9]=2[F:24])[CH:5]=[CH:6][CH:7]=1.[CH3:25][S:26](Cl)(=[O:28])=[O:27].Cl. Product: [Cl:1][C:2]1[CH:3]=[C:4]([C:8]2[C:13]([O:14][CH3:15])=[CH:12][CH:11]=[C:10]([CH2:16][C:17]3[CH:18]=[CH:19][C:20]([NH:23][S:26]([CH3:25])(=[O:28])=[O:27])=[N:21][CH:22]=3)[C:9]=2[F:24])[CH:5]=[CH:6][CH:7]=1. The catalyst class is: 228.